Dataset: Peptide-MHC class II binding affinity with 134,281 pairs from IEDB. Task: Regression. Given a peptide amino acid sequence and an MHC pseudo amino acid sequence, predict their binding affinity value. This is MHC class II binding data. (1) The peptide sequence is YDKFYANVSTVLTGK. The MHC is DRB3_0202 with pseudo-sequence DRB3_0202. The binding affinity (normalized) is 0.914. (2) The peptide sequence is KTAVQMAVFIHNFKR. The MHC is DRB1_1201 with pseudo-sequence DRB1_1201. The binding affinity (normalized) is 0.0913. (3) The peptide sequence is VSRGTAKLRWFHERG. The MHC is HLA-DQA10501-DQB10402 with pseudo-sequence HLA-DQA10501-DQB10402. The binding affinity (normalized) is 0.414. (4) The peptide sequence is YKRTDIVEVDRDTAR. The MHC is DRB3_0101 with pseudo-sequence DRB3_0101. The binding affinity (normalized) is 0.272. (5) The peptide sequence is EAIVKEAMRKLDSSD. The MHC is DRB1_0101 with pseudo-sequence DRB1_0101. The binding affinity (normalized) is 0.309. (6) The peptide sequence is DKELYPLASLRSLFG. The MHC is DRB1_0701 with pseudo-sequence DRB1_0701. The binding affinity (normalized) is 0.508.